This data is from Reaction yield outcomes from USPTO patents with 853,638 reactions. The task is: Predict the reaction yield, written as a fraction of the theoretical maximum amount of product (1.0 means a 100% yield; for example, 0.34 means a 34% yield). (1) The reactants are [NH2:1][C:2]1[CH:3]=[C:4]([CH:9]=[CH:10][C:11]=1[CH3:12])[C:5](OC)=[O:6].O.[NH2:14][NH2:15]. The catalyst is C(O)C. The product is [NH2:1][C:2]1[CH:3]=[C:4]([CH:9]=[CH:10][C:11]=1[CH3:12])[C:5]([NH:14][NH2:15])=[O:6]. The yield is 0.700. (2) The reactants are [CH3:1][O:2][C:3](=[O:15])[C@H:4]([CH2:13]S)[NH:5][C:6]([O:8][C:9]([CH3:12])([CH3:11])[CH3:10])=[O:7].C(=O)([O-])[O-].[K+].[K+]. The catalyst is CN(C=O)C.O. The product is [C:9]([O:8][C:6]([NH:5][C:4](=[CH2:13])[C:3]([O:2][CH3:1])=[O:15])=[O:7])([CH3:12])([CH3:11])[CH3:10]. The yield is 0.980. (3) The reactants are [C:1]([C:3]1[CH:8]=[C:7]([C:9]2[CH:14]=[CH:13][CH:12]=[CH:11][N:10]=2)[CH:6]=[CH:5][N:4]=1)#[N:2].[H-].[H-].[H-].[H-].[Li+].[Al+3]. The catalyst is C1COCC1. The product is [NH2:2][CH2:1][C:3]1[CH:8]=[C:7]([C:9]2[CH:14]=[CH:13][CH:12]=[CH:11][N:10]=2)[CH:6]=[CH:5][N:4]=1. The yield is 0.990. (4) The reactants are [Br:1][C:2]1[CH:7]=[CH:6][C:5]([N:8]2[C:12]([CH3:13])=[N:11][N:10]=[N:9]2)=[C:4]([N+:14]([O-])=O)[CH:3]=1.[Cl-].[NH4+].O. The catalyst is CO.[Zn]. The product is [Br:1][C:2]1[CH:7]=[CH:6][C:5]([N:8]2[C:12]([CH3:13])=[N:11][N:10]=[N:9]2)=[C:4]([NH2:14])[CH:3]=1. The yield is 0.970. (5) The reactants are [N:1]1[CH:2]=[CH:3][N:4]2[C:9]=1[CH:8]=[CH:7][C:6]([O:10][C:11]1[CH:17]=[CH:16][C:14]([NH2:15])=[CH:13][CH:12]=1)=[N:5]2.[C:18](Cl)(=[O:25])[C:19]1[CH:24]=[CH:23][CH:22]=[CH:21][CH:20]=1. The catalyst is CN1CCCC1=O. The product is [N:1]1[CH:2]=[CH:3][N:4]2[C:9]=1[CH:8]=[CH:7][C:6]([O:10][C:11]1[CH:17]=[CH:16][C:14]([NH:15][C:18](=[O:25])[C:19]3[CH:24]=[CH:23][CH:22]=[CH:21][CH:20]=3)=[CH:13][CH:12]=1)=[N:5]2. The yield is 0.870. (6) The reactants are [F:1][C:2]1[CH:9]=[CH:8][CH:7]=[CH:6][C:3]=1[CH2:4][NH2:5].[C:10]([NH:18][C:19]1[S:20][C:21]([C:25](Cl)=[O:26])=[C:22]([CH3:24])[N:23]=1)(=[O:17])[C:11]1[CH:16]=[CH:15][CH:14]=[CH:13][CH:12]=1. No catalyst specified. The product is [F:1][C:2]1[CH:9]=[CH:8][CH:7]=[CH:6][C:3]=1[CH2:4][NH:5][C:25]([C:21]1[S:20][C:19]([NH:18][C:10](=[O:17])[C:11]2[CH:12]=[CH:13][CH:14]=[CH:15][CH:16]=2)=[N:23][C:22]=1[CH3:24])=[O:26]. The yield is 0.460. (7) The reactants are FC(F)(F)C(O)=O.C(OC(=O)[NH:14][C:15]1[CH:20]=[C:19]([Cl:21])[C:18]([O:22][CH3:23])=[CH:17][C:16]=1[O:24][CH2:25][C:26]([N:28]1[CH2:33][CH2:32][CH:31]([O:34][C:35]2[CH:40]=[CH:39][C:38]([F:41])=[CH:37][CH:36]=2)[CH2:30][CH2:29]1)=[O:27])(C)(C)C. The catalyst is C(Cl)Cl. The product is [NH2:14][C:15]1[CH:20]=[C:19]([Cl:21])[C:18]([O:22][CH3:23])=[CH:17][C:16]=1[O:24][CH2:25][C:26]([N:28]1[CH2:29][CH2:30][CH:31]([O:34][C:35]2[CH:36]=[CH:37][C:38]([F:41])=[CH:39][CH:40]=2)[CH2:32][CH2:33]1)=[O:27]. The yield is 0.866. (8) The catalyst is ClCCl. The reactants are C1C=C[NH+]=CC=1.[O-][Cr](Cl)(=O)=O.[Br:12][C:13]1[CH:18]=[CH:17][C:16]([CH:19]([OH:28])[CH2:20][CH2:21][CH:22]2[O:27][CH2:26][CH2:25][CH2:24][O:23]2)=[CH:15][CH:14]=1. The product is [Br:12][C:13]1[CH:18]=[CH:17][C:16]([C:19](=[O:28])[CH2:20][CH2:21][CH:22]2[O:23][CH2:24][CH2:25][CH2:26][O:27]2)=[CH:15][CH:14]=1. The yield is 0.860.